This data is from Reaction yield outcomes from USPTO patents with 853,638 reactions. The task is: Predict the reaction yield, written as a fraction of the theoretical maximum amount of product (1.0 means a 100% yield; for example, 0.34 means a 34% yield). The reactants are [CH3:1][O:2][C:3]([C@@H:5]1[CH2:9][C:8](=[N:10][O:11][CH3:12])[CH2:7][NH:6]1)=[O:4].[CH3:13][C:14]1[CH:19]=[CH:18][CH:17]=[CH:16][C:15]=1[C:20]1[CH:25]=[CH:24][C:23]([C:26](O)=[O:27])=[CH:22][CH:21]=1.C(Cl)Cl.C(Cl)CCl. The yield is 0.220. The catalyst is CN(C)C1C=CN=CC=1.CN(C=O)C. The product is [CH3:12][O:11]/[N:10]=[C:8]1\[CH2:9][C@@H:5]([C:3]([O:2][CH3:1])=[O:4])[N:6]([C:26]([C:23]2[CH:22]=[CH:21][C:20]([C:15]3[CH:16]=[CH:17][CH:18]=[CH:19][C:14]=3[CH3:13])=[CH:25][CH:24]=2)=[O:27])[CH2:7]\1.